Dataset: Forward reaction prediction with 1.9M reactions from USPTO patents (1976-2016). Task: Predict the product of the given reaction. (1) Given the reactants [C:1]([O:5][C:6]([NH:8][C@:9]([C:18]1[O:22][C:21]([C:23]2[CH:24]=[C:25]([CH:31]=[C:32]([C:34]3([C:39]#[N:40])[CH2:38][CH2:37][CH2:36][CH2:35]3)[CH:33]=2)[C:26]([O:28]CC)=[O:27])=[N:20][N:19]=1)([CH3:17])[CH2:10][C:11]1[CH:16]=[CH:15][CH:14]=[CH:13][CH:12]=1)=[O:7])([CH3:4])([CH3:3])[CH3:2].O[Li].O, predict the reaction product. The product is: [C:1]([O:5][C:6]([NH:8][C@:9]([C:18]1[O:22][C:21]([C:23]2[CH:24]=[C:25]([CH:31]=[C:32]([C:34]3([C:39]#[N:40])[CH2:38][CH2:37][CH2:36][CH2:35]3)[CH:33]=2)[C:26]([OH:28])=[O:27])=[N:20][N:19]=1)([CH3:17])[CH2:10][C:11]1[CH:16]=[CH:15][CH:14]=[CH:13][CH:12]=1)=[O:7])([CH3:2])([CH3:3])[CH3:4]. (2) Given the reactants [CH2:1]([C@:8]1([C:23]([NH:25][CH2:26][C:27]([C:29]2[CH:34]=[C:33]([O:35][CH3:36])[CH:32]=[C:31]([O:37][CH3:38])[CH:30]=2)=O)=O)[O:12][C:11](=[O:13])[N:10]([C@@H:14]([C:16]2[CH:21]=[CH:20][CH:19]=[CH:18][CH:17]=2)[CH3:15])[C:9]1=[O:22])[C:2]1[CH:7]=[CH:6][CH:5]=[CH:4][CH:3]=1.C([O-])(=O)C.[NH4+:43], predict the reaction product. The product is: [CH2:1]([C@:8]1([C:23]2[NH:25][CH:26]=[C:27]([C:29]3[CH:34]=[C:33]([O:35][CH3:36])[CH:32]=[C:31]([O:37][CH3:38])[CH:30]=3)[N:43]=2)[O:12][C:11](=[O:13])[N:10]([C@@H:14]([C:16]2[CH:21]=[CH:20][CH:19]=[CH:18][CH:17]=2)[CH3:15])[C:9]1=[O:22])[C:2]1[CH:3]=[CH:4][CH:5]=[CH:6][CH:7]=1. (3) Given the reactants [Mn]([O-])(=O)(=O)=O.[K+].[C:7]1([CH3:37])[CH:12]=[CH:11][C:10]([C:13]2[N:14]=[C:15]3[CH:29]=[CH:28][CH2:27][N:26]([C:30]([O:32][C:33]([CH3:36])([CH3:35])[CH3:34])=[O:31])[C:16]3=[N:17][C:18]=2[C:19]2[CH:24]=[CH:23][C:22]([CH3:25])=[CH:21][CH:20]=2)=[CH:9][CH:8]=1.S(=O)(O)[O-:39].[Na+].[OH2:43], predict the reaction product. The product is: [OH:43][CH:28]1[CH2:27][N:26]([C:30]([O:32][C:33]([CH3:34])([CH3:36])[CH3:35])=[O:31])[C:16]2=[N:17][C:18]([C:19]3[CH:24]=[CH:23][C:22]([CH3:25])=[CH:21][CH:20]=3)=[C:13]([C:10]3[CH:9]=[CH:8][C:7]([CH3:37])=[CH:12][CH:11]=3)[N:14]=[C:15]2[CH:29]1[OH:39]. (4) Given the reactants F[C:2]1[CH:3]=[CH:4][C:5]([N+:9]([O-:11])=[O:10])=[C:6]([NH2:8])[CH:7]=1.[NH:12]1[CH2:17][CH2:16][O:15][CH2:14][CH2:13]1, predict the reaction product. The product is: [N:12]1([C:2]2[CH:3]=[CH:4][C:5]([N+:9]([O-:11])=[O:10])=[C:6]([NH2:8])[CH:7]=2)[CH2:17][CH2:16][O:15][CH2:14][CH2:13]1.